From a dataset of Peptide-MHC class II binding affinity with 134,281 pairs from IEDB. Regression. Given a peptide amino acid sequence and an MHC pseudo amino acid sequence, predict their binding affinity value. This is MHC class II binding data. (1) The peptide sequence is KLNNQFGSMPALTIA. The MHC is DRB5_0101 with pseudo-sequence DRB5_0101. The binding affinity (normalized) is 0.972. (2) The peptide sequence is KEIRAEVSLHEVKDF. The binding affinity (normalized) is 0.648. The MHC is DRB1_0101 with pseudo-sequence DRB1_0101. (3) The peptide sequence is ESWGAVWRIDTPDKL. The MHC is HLA-DPA10201-DPB10501 with pseudo-sequence HLA-DPA10201-DPB10501. The binding affinity (normalized) is 0.243. (4) The peptide sequence is AYLVSIFLHLVKIPT. The MHC is DRB1_0101 with pseudo-sequence DRB1_0101. The binding affinity (normalized) is 0.0749. (5) The peptide sequence is GLALSHLNAMSKVRK. The MHC is HLA-DQA10201-DQB10303 with pseudo-sequence HLA-DQA10201-DQB10303. The binding affinity (normalized) is 0.461. (6) The peptide sequence is IKGTAPFETHANRIV. The MHC is DRB1_0802 with pseudo-sequence DRB1_0802. The binding affinity (normalized) is 0.176.